From a dataset of Full USPTO retrosynthesis dataset with 1.9M reactions from patents (1976-2016). Predict the reactants needed to synthesize the given product. (1) Given the product [F:8][C:6]1[CH:5]=[C:4]([CH2:9][C:10]([NH:12][C@H:13]([C:15]([NH:18][CH:19]2[C:28]3[C:23](=[CH:24][CH:25]=[CH:26][CH:27]=3)[CH2:22][N:21]([CH2:10][CH2:9][C:4]3[CH:5]=[CH:6][CH:7]=[CH:2][CH:3]=3)[C:20]2=[O:35])=[O:17])[CH3:14])=[O:11])[CH:3]=[C:2]([F:1])[CH:7]=1, predict the reactants needed to synthesize it. The reactants are: [F:1][C:2]1[CH:3]=[C:4]([CH2:9][C:10]([NH:12][C@H:13]([C:15]([OH:17])=O)[CH3:14])=[O:11])[CH:5]=[C:6]([F:8])[CH:7]=1.[NH2:18][CH:19]1[C:28]2[C:23](=[CH:24][CH:25]=[CH:26][CH:27]=2)[CH:22](C2C=NC=CC=2)[NH:21][C:20]1=[O:35]. (2) The reactants are: PP.[CH2:3]=[CH:4][C:5]1[CH:10]=[CH:9][CH:8]=[CH:7][CH:6]=1.[B]1OC2C(=CC=CC=2)[O:12]1. Given the product [C:5]1([C@H:4]([OH:12])[CH3:3])[CH:10]=[CH:9][CH:8]=[CH:7][CH:6]=1, predict the reactants needed to synthesize it. (3) Given the product [CH2:1]1[C:10]2[C:5](=[CH:6][CH:7]=[CH:8][CH:9]=2)[CH2:4][CH2:3][N:2]1[CH2:11][CH:12]([OH:23])[CH2:13][O:14][C:15]1[CH:22]=[CH:21][CH:20]=[C:17]([CH2:18][NH:30][CH:27]2[CH2:28][CH2:29][O:24][CH2:25][CH2:26]2)[CH:16]=1, predict the reactants needed to synthesize it. The reactants are: [CH2:1]1[C:10]2[C:5](=[CH:6][CH:7]=[CH:8][CH:9]=2)[CH2:4][CH2:3][N:2]1[CH2:11][CH:12]([OH:23])[CH2:13][O:14][C:15]1[CH:16]=[C:17]([CH:20]=[CH:21][CH:22]=1)[CH:18]=O.[O:24]1[CH2:29][CH2:28][CH:27]([NH2:30])[CH2:26][CH2:25]1.[BH-](OC(C)=O)(OC(C)=O)OC(C)=O.[Na+].